This data is from Forward reaction prediction with 1.9M reactions from USPTO patents (1976-2016). The task is: Predict the product of the given reaction. (1) Given the reactants [CH2:1](OC(C1C=C(C)C(Br)=CN=1)=O)C.[CH2:14]([C:16]1[CH:17]=[CH:18][C:19]([C:23]([NH:25][OH:26])=[NH:24])=[N:20][C:21]=1C)[CH3:15], predict the reaction product. The product is: [CH2:14]([C:16]1[C:17]([CH3:1])=[CH:18][C:19]([C:23]([NH:25][OH:26])=[NH:24])=[N:20][CH:21]=1)[CH3:15]. (2) Given the reactants CC(C)([O-])C.[K+].[CH3:7][C:8]1[S:9][C:10]([CH3:24])=[CH:11][C:12]=1[C:13](=O)[C:14]([C:16]1[CH:20]=[C:19]([CH3:21])[S:18][C:17]=1[CH3:22])=O.[CH:25]1[CH:30]=CC=[CH:27][CH:26]=1, predict the reaction product. The product is: [CH3:7][C:8]1[S:9][C:10]([CH3:24])=[CH:11][C:12]=1[C:13]1[CH:30]=[CH:25][CH2:26][CH2:27][C:14]=1[C:16]1[CH:20]=[C:19]([CH3:21])[S:18][C:17]=1[CH3:22]. (3) Given the reactants [CH3:1][O:2][C:3]1[CH:21]=[CH:20][C:6]([CH2:7][N:8]2[C:12]([C:13](O)=[O:14])=[CH:11][C:10]([C:16]([F:19])([F:18])[F:17])=[N:9]2)=[CH:5][CH:4]=1.C[N:23](C=O)C.S(Cl)(Cl)=O.N, predict the reaction product. The product is: [CH3:1][O:2][C:3]1[CH:21]=[CH:20][C:6]([CH2:7][N:8]2[C:12]([C:13]([NH2:23])=[O:14])=[CH:11][C:10]([C:16]([F:19])([F:18])[F:17])=[N:9]2)=[CH:5][CH:4]=1.